From a dataset of Forward reaction prediction with 1.9M reactions from USPTO patents (1976-2016). Predict the product of the given reaction. Given the reactants [F:1][C:2]([F:22])([F:21])[CH:3]([CH:5]1[CH2:10][CH2:9][N:8](C(OCC2C=CC=CC=2)=O)[CH2:7][CH2:6]1)[OH:4].[H][H], predict the reaction product. The product is: [F:22][C:2]([F:1])([F:21])[CH:3]([CH:5]1[CH2:6][CH2:7][NH:8][CH2:9][CH2:10]1)[OH:4].